From a dataset of Catalyst prediction with 721,799 reactions and 888 catalyst types from USPTO. Predict which catalyst facilitates the given reaction. (1) Reactant: Br[CH:2]([C:5](=O)[C:6]1[CH:11]=[CH:10][CH:9]=[CH:8][CH:7]=1)[C:3]#[N:4].[NH2:13][C:14]([NH2:16])=[S:15].II.[NH4+].[OH-]. Product: [NH2:16][C:14]1[S:15][C:2]([C:3]#[N:4])=[C:5]([C:6]2[CH:11]=[CH:10][CH:9]=[CH:8][CH:7]=2)[N:13]=1. The catalyst class is: 6. (2) Product: [CH3:13][O:12][C:8]1[CH:7]=[CH:6][CH:5]=[C:4]2[C:9]=1[CH:10]=[CH:11][C:2]([NH:1][NH2:14])=[CH:3]2. Reactant: [NH2:1][C:2]1[CH:11]=[CH:10][C:9]2[C:4](=[CH:5][CH:6]=[CH:7][C:8]=2[O:12][CH3:13])[CH:3]=1.[N:14]([O-])=O.[Na+].Cl[Sn]Cl. The catalyst class is: 223. (3) Reactant: CC[N:3](C(C)C)C(C)C.N.[C:11]([O:15][C:16]([N:18]1[CH2:23][CH2:22][C:21]([C:27]([O:29][CH2:30][CH3:31])=[O:28])([C:24](O)=[O:25])[CH2:20][CH2:19]1)=[O:17])([CH3:14])([CH3:13])[CH3:12].F[P-](F)(F)(F)(F)F.N1(O[P+](N(C)C)(N(C)C)N(C)C)C2C=CC=CC=2N=N1. Product: [C:24]([C:21]1([C:27]([O:29][CH2:30][CH3:31])=[O:28])[CH2:22][CH2:23][N:18]([C:16]([O:15][C:11]([CH3:14])([CH3:13])[CH3:12])=[O:17])[CH2:19][CH2:20]1)(=[O:25])[NH2:3]. The catalyst class is: 42. (4) Reactant: [C:1]1([CH3:11])C=CC(S(O)(=O)=O)=CC=1.[F:12][CH:13]([F:31])[O:14][C:15]1[CH:16]=[C:17]([S:21][C:22]2[CH:23]=[C:24]([CH3:30])[C:25](=[CH:27][C:28]=2[CH3:29])[NH2:26])[CH:18]=[CH:19][CH:20]=1.CCCCCC.C(OCC)(=O)C.[CH2:44]([NH:46][CH3:47])C. Product: [CH2:1]([N:46]([CH3:47])[CH:44]=[N:26][C:25]1[CH:27]=[C:28]([CH3:29])[C:22]([S:21][C:17]2[CH:18]=[CH:19][CH:20]=[C:15]([O:14][CH:13]([F:12])[F:31])[CH:16]=2)=[CH:23][C:24]=1[CH3:30])[CH3:11]. The catalyst class is: 2.